This data is from NCI-60 drug combinations with 297,098 pairs across 59 cell lines. The task is: Regression. Given two drug SMILES strings and cell line genomic features, predict the synergy score measuring deviation from expected non-interaction effect. Drug 2: CCC1(CC2CC(C3=C(CCN(C2)C1)C4=CC=CC=C4N3)(C5=C(C=C6C(=C5)C78CCN9C7C(C=CC9)(C(C(C8N6C=O)(C(=O)OC)O)OC(=O)C)CC)OC)C(=O)OC)O.OS(=O)(=O)O. Cell line: SW-620. Drug 1: C1=CC(=CC=C1CC(C(=O)O)N)N(CCCl)CCCl.Cl. Synergy scores: CSS=31.7, Synergy_ZIP=-8.31, Synergy_Bliss=3.25, Synergy_Loewe=-10.9, Synergy_HSA=1.44.